This data is from Catalyst prediction with 721,799 reactions and 888 catalyst types from USPTO. The task is: Predict which catalyst facilitates the given reaction. (1) Product: [Br:1][C:2]1[CH:3]=[C:4]([CH:5]=[CH:6][C:7]=1[F:8])[CH2:9][C:10]1[C:11]2[C:12](=[CH:17][C:18]([F:21])=[CH:19][CH:20]=2)[C:13](=[O:14])[NH:23][N:22]=1. Reactant: [Br:1][C:2]1[CH:3]=[C:4]([C:9]#[C:10][C:11]2[CH:20]=[CH:19][C:18]([F:21])=[CH:17][C:12]=2[C:13](OC)=[O:14])[CH:5]=[CH:6][C:7]=1[F:8].[NH2:22][NH2:23].O.[OH-].[K+]. The catalyst class is: 8. (2) Reactant: C[O:2][C:3](=O)[C:4]1[CH:9]=[CH:8][C:7]([CH:10]2[CH2:13][CH2:12][CH2:11]2)=[C:6]([C:14]([F:17])([F:16])[F:15])[CH:5]=1.[BH4-].[Li+].Cl. Product: [CH:10]1([C:7]2[CH:8]=[CH:9][C:4]([CH2:3][OH:2])=[CH:5][C:6]=2[C:14]([F:15])([F:16])[F:17])[CH2:11][CH2:12][CH2:13]1. The catalyst class is: 1. (3) Reactant: [F:1][C:2]1[CH:7]=[CH:6][C:5]([C:8](=[O:15])[CH2:9][C:10]([O:12][CH2:13][CH3:14])=[O:11])=[CH:4][CH:3]=1.[H-].[Na+].Cl[CH2:19][C:20]1[CH:25]=[CH:24][C:23]([O:26][C:27]2[CH:32]=[CH:31][CH:30]=[CH:29][CH:28]=2)=[CH:22][CH:21]=1.O. Product: [F:1][C:2]1[CH:3]=[CH:4][C:5]([C:8](=[O:15])[CH:9]([CH2:19][C:20]2[CH:25]=[CH:24][C:23]([O:26][C:27]3[CH:28]=[CH:29][CH:30]=[CH:31][CH:32]=3)=[CH:22][CH:21]=2)[C:10]([O:12][CH2:13][CH3:14])=[O:11])=[CH:6][CH:7]=1. The catalyst class is: 57. (4) Reactant: [OH-].[Na+].[Cl:3][C:4]1[CH:9]=[C:8]([CH2:10][O:11][C:12]2[CH:21]=[C:20]3[C:15]([C:16]([NH:22][C:23]4[CH:28]=[C:27]([O:29]C(OC)=O)[C:26]([CH3:34])=[CH:25][C:24]=4[F:35])=[N:17][CH:18]=[N:19]3)=[CH:14][C:13]=2[O:36][CH3:37])[CH:7]=[C:6]([CH3:38])[N:5]=1. Product: [ClH:3].[Cl:3][C:4]1[CH:9]=[C:8]([CH2:10][O:11][C:12]2[CH:21]=[C:20]3[C:15]([C:16]([NH:22][C:23]4[CH:28]=[C:27]([OH:29])[C:26]([CH3:34])=[CH:25][C:24]=4[F:35])=[N:17][CH:18]=[N:19]3)=[CH:14][C:13]=2[O:36][CH3:37])[CH:7]=[C:6]([CH3:38])[N:5]=1. The catalyst class is: 5. (5) Reactant: [NH2:1][C:2]1[C:3](=[O:32])[N:4](CC2C=CC(OC)=CC=2OC)[C:5]2[C:10]([C:11]=1[C:12]1[CH:17]=[CH:16][CH:15]=[C:14]([F:18])[CH:13]=1)=[CH:9][C:8]([O:19][CH3:20])=[CH:7][CH:6]=2.CSC. Product: [NH2:1][C:2]1[C:3](=[O:32])[NH:4][C:5]2[C:10]([C:11]=1[C:12]1[CH:17]=[CH:16][CH:15]=[C:14]([F:18])[CH:13]=1)=[CH:9][C:8]([O:19][CH3:20])=[CH:7][CH:6]=2. The catalyst class is: 55. (6) Reactant: Br[C:2]1[C:3]([OH:12])=[C:4]([C:8]([O:10][CH3:11])=[O:9])[S:5][C:6]=1Br.CC(C1C=C(C(C)C)C(C2C=CC=CC=2P(C2CCCCC2)C2CCCCC2)=C(C(C)C)C=1)C.[O:47]1[CH2:52]COC[CH2:48]1. The catalyst class is: 167. Product: [OH:12][C:3]1[C:2]2[CH2:52][O:47][CH2:48][C:6]=2[S:5][C:4]=1[C:8]([O:10][CH3:11])=[O:9].